Dataset: Forward reaction prediction with 1.9M reactions from USPTO patents (1976-2016). Task: Predict the product of the given reaction. (1) Given the reactants [CH3:1][O:2][C:3]1[CH:12]=[CH:11][CH:10]=[C:9]2[C:4]=1[CH2:5][CH:6]([CH3:14])[CH2:7][C:8]2=[O:13].[C:15]([O:19][CH2:20][CH3:21])(=[O:18])[CH:16]=O.C1(S(O)(=O)=O)C=CC=CC=1.S([O-])([O-])(=O)=O.[Mg+2], predict the reaction product. The product is: [CH2:20]([O:19][C:15](=[O:18])[CH:16]=[C:7]1[CH:6]([CH3:14])[CH2:5][C:4]2[C:9](=[CH:10][CH:11]=[CH:12][C:3]=2[O:2][CH3:1])[C:8]1=[O:13])[CH3:21]. (2) Given the reactants Cl.[NH:2]1[CH2:7][CH2:6][CH2:5][C@H:4]([C:8]2[N:12]=[C:11]([C:13]3[CH:18]=[CH:17][CH:16]=[CH:15][N:14]=3)[O:10][N:9]=2)[CH2:3]1.[F:19][C:20]1[CH:28]=[CH:27][CH:26]=[C:25]([F:29])[C:21]=1[C:22](Cl)=[O:23], predict the reaction product. The product is: [F:19][C:20]1[CH:28]=[CH:27][CH:26]=[C:25]([F:29])[C:21]=1[C:22]([N:2]1[CH2:7][CH2:6][CH2:5][C@H:4]([C:8]2[N:12]=[C:11]([C:13]3[CH:18]=[CH:17][CH:16]=[CH:15][N:14]=3)[O:10][N:9]=2)[CH2:3]1)=[O:23]. (3) Given the reactants FC(F)(F)[C:3]1[CH:4]=[C:5]([CH:8]=[CH:9][CH:10]=1)[CH:6]=O.[CH3:13][CH:14]([CH3:33])[CH:15]([C:27]1[CH:32]=[CH:31][CH:30]=[CH:29][CH:28]=1)[C:16]([NH:18][C@@H:19]1[C@@H:26]2[C@@H:22]([CH2:23][NH:24][CH2:25]2)[CH2:21][CH2:20]1)=[O:17].C1(C(C2CCCCC2)[C:41](N[C@@H]2[C@H]3[C@H](CNC3)CC2)=[O:42])CCCCC1, predict the reaction product. The product is: [CH3:41][O:42][C:10]1[CH:3]=[CH:4][C:5]([CH2:6][N:24]2[CH2:25][C@@H:26]3[C@@H:19]([NH:18][C:16](=[O:17])[CH:15]([C:27]4[CH:28]=[CH:29][CH:30]=[CH:31][CH:32]=4)[CH:14]([CH3:33])[CH3:13])[CH2:20][CH2:21][C@@H:22]3[CH2:23]2)=[CH:8][CH:9]=1. (4) Given the reactants Cl[C:2]1[C:11]2[C:6](=[CH:7][C:8]([N+:12]([O-:14])=[O:13])=[CH:9][CH:10]=2)[N:5]=[CH:4][N:3]=1.[CH:15](O)([CH3:17])[CH3:16], predict the reaction product. The product is: [C:15]([C:17]1[CH:11]=[C:6]([NH:5][C:2]2[C:11]3[C:6](=[CH:7][C:8]([N+:12]([O-:14])=[O:13])=[CH:9][CH:10]=3)[N:5]=[CH:4][N:3]=2)[CH:7]=[CH:8][CH:9]=1)#[CH:16]. (5) The product is: [Cl:1][C:2]1[C:7]([C:8]2[CH:13]=[CH:12][CH:11]=[CH:10][CH:9]=2)=[N:6][N:5]=[C:4]2[N:14]([CH2:32][CH2:31][N:28]3[CH2:29][CH2:30][N:25]([CH3:24])[CH2:26][CH2:27]3)[N:15]=[C:16]([C:17]3[CH:22]=[CH:21][CH:20]=[C:19]([F:23])[CH:18]=3)[C:3]=12. Given the reactants [Cl:1][C:2]1[C:7]([C:8]2[CH:13]=[CH:12][CH:11]=[CH:10][CH:9]=2)=[N:6][N:5]=[C:4]2[NH:14][N:15]=[C:16]([C:17]3[CH:22]=[CH:21][CH:20]=[C:19]([F:23])[CH:18]=3)[C:3]=12.[CH3:24][N:25]1[CH2:30][CH2:29][N:28]([CH2:31][CH2:32]O)[CH2:27][CH2:26]1.N(C(OCC)=O)=NC(OCC)=O.C1(P(C2C=CC=CC=2)C2C=CC=CC=2)C=CC=CC=1, predict the reaction product. (6) Given the reactants [N:1]1[C:6]2[O:7][CH2:8][CH2:9][O:10][C:5]=2[CH:4]=[C:3]([C:11]#N)[N:2]=1.C(=O)([O-])[O-:14].[Cs+].[Cs+].Cl.[CH2:20]([OH:24])[CH2:21][CH2:22][CH3:23], predict the reaction product. The product is: [N:1]1[C:6]2[O:7][CH2:8][CH2:9][O:10][C:5]=2[CH:4]=[C:3]([C:11]([O:24][CH2:20][CH2:21][CH2:22][CH3:23])=[O:14])[N:2]=1. (7) Given the reactants [Br:1][C:2]1[C:3]([O:18][C:19]2[C:24]([CH3:25])=[CH:23][C:22]([C:26]#[N:27])=[CH:21][C:20]=2[CH3:28])=[N:4][C:5]([NH:9][C:10]2[CH:17]=[CH:16][C:13]([C:14]#[N:15])=[CH:12][CH:11]=2)=[N:6][C:7]=1Cl.[NH3:29].O1CCOCC1, predict the reaction product. The product is: [NH2:29][C:7]1[C:2]([Br:1])=[C:3]([O:18][C:19]2[C:24]([CH3:25])=[CH:23][C:22]([C:26]#[N:27])=[CH:21][C:20]=2[CH3:28])[N:4]=[C:5]([NH:9][C:10]2[CH:17]=[CH:16][C:13]([C:14]#[N:15])=[CH:12][CH:11]=2)[N:6]=1. (8) Given the reactants [CH2:1]([C:3]1[CH:12]=[CH:11][C:10]2[C:5](=[C:6]([O:21][CH3:22])[CH:7]=[CH:8][C:9]=2[C:13](=[O:20])[CH:14]([CH3:19])[C:15]([O:17][CH3:18])=[O:16])[N:4]=1)[CH3:2].[H-].[Na+].I[CH3:26].[Cl-].[NH4+], predict the reaction product. The product is: [CH2:1]([C:3]1[CH:12]=[CH:11][C:10]2[C:5](=[C:6]([O:21][CH3:22])[CH:7]=[CH:8][C:9]=2[C:13](=[O:20])[C:14]([CH3:26])([CH3:19])[C:15]([O:17][CH3:18])=[O:16])[N:4]=1)[CH3:2].